Dataset: Full USPTO retrosynthesis dataset with 1.9M reactions from patents (1976-2016). Task: Predict the reactants needed to synthesize the given product. (1) Given the product [Si:18]([O:10][C:6]1[CH:5]=[C:4]([C:1](=[O:3])[CH3:2])[CH:9]=[CH:8][CH:7]=1)([C:21]([CH3:24])([CH3:23])[CH3:22])([CH3:20])[CH3:19], predict the reactants needed to synthesize it. The reactants are: [C:1]([C:4]1[CH:5]=[C:6]([OH:10])[CH:7]=[CH:8][CH:9]=1)(=[O:3])[CH3:2].C(N(CC)CC)C.[Si:18](Cl)([C:21]([CH3:24])([CH3:23])[CH3:22])([CH3:20])[CH3:19]. (2) Given the product [F:15][C:14]([F:17])([F:16])[S:11]([O:10][C:5]1[CH:6]=[C:7]([CH3:9])[CH:8]=[C:3]([O:2][CH3:1])[CH:4]=1)(=[O:13])=[O:12], predict the reactants needed to synthesize it. The reactants are: [CH3:1][O:2][C:3]1[CH:4]=[C:5]([OH:10])[CH:6]=[C:7]([CH3:9])[CH:8]=1.[S:11](O[S:11]([C:14]([F:17])([F:16])[F:15])(=[O:13])=[O:12])([C:14]([F:17])([F:16])[F:15])(=[O:13])=[O:12].Cl.